This data is from Full USPTO retrosynthesis dataset with 1.9M reactions from patents (1976-2016). The task is: Predict the reactants needed to synthesize the given product. (1) Given the product [C:1]1([S:7]([N:10]2[C:14]3=[N:15][CH:16]=[C:17]([CH:20]=[CH2:21])[CH:18]=[C:13]3[CH:12]=[CH:11]2)(=[O:9])=[O:8])[CH:6]=[CH:5][CH:4]=[CH:3][CH:2]=1, predict the reactants needed to synthesize it. The reactants are: [C:1]1([S:7]([N:10]2[C:14]3=[N:15][CH:16]=[C:17](Br)[CH:18]=[C:13]3[CH:12]=[CH:11]2)(=[O:9])=[O:8])[CH:6]=[CH:5][CH:4]=[CH:3][CH:2]=1.[CH2:20]([Sn](CCCC)(CCCC)C=C)[CH2:21]CC. (2) Given the product [CH2:9]([O:11][CH:12]([NH:6][C:5]1[CH:7]=[CH:8][C:2]([F:1])=[CH:3][CH:4]=1)[C:13]([F:16])([F:15])[F:14])[CH3:10], predict the reactants needed to synthesize it. The reactants are: [F:1][C:2]1[CH:8]=[CH:7][C:5]([NH2:6])=[CH:4][CH:3]=1.[CH2:9]([O:11][CH:12](O)[C:13]([F:16])([F:15])[F:14])[CH3:10].O.C1(C)C=CC(S(O)(=O)=O)=CC=1.FF.